From a dataset of Forward reaction prediction with 1.9M reactions from USPTO patents (1976-2016). Predict the product of the given reaction. (1) Given the reactants Cl.Cl.[Cl:3][C:4]1[C:5]([F:30])=[C:6]([NH:10][C:11]2[C:20]3[C:15](=[CH:16][C:17]([O:23]C4CCNCC4)=[C:18]([O:21][CH3:22])[CH:19]=3)[N:14]=[CH:13][N:12]=2)[CH:7]=[CH:8][CH:9]=1.C1(P(C2C=CC=CC=2)C2C=CC=CC=2)C=CC=CC=1.[C:50]([O:54][C:55]([N:57]1[CH2:60][CH:59](O)[CH2:58]1)=[O:56])([CH3:53])([CH3:52])[CH3:51].C1(C(C2C=CC=CC=2)N2CC(O)C2)C=CC=CC=1.N(C(OC(C)(C)C)=O)=NC(OC(C)(C)C)=O, predict the reaction product. The product is: [Cl:3][C:4]1[C:5]([F:30])=[C:6]([CH:7]=[CH:8][CH:9]=1)[NH:10][C:11]1[C:20]2[C:15](=[CH:16][C:17]([O:23][CH:59]3[CH2:58][N:57]([C:55]([O:54][C:50]([CH3:53])([CH3:52])[CH3:51])=[O:56])[CH2:60]3)=[C:18]([O:21][CH3:22])[CH:19]=2)[N:14]=[CH:13][N:12]=1. (2) Given the reactants I[C:2]1[CH:7]=[C:6]([N+:8]([O-:10])=[O:9])[CH:5]=[CH:4][C:3]=1[NH:11][C:12](=[O:18])[O:13][C:14]([CH3:17])([CH3:16])[CH3:15].O1CCCC1.[C:24]([C:26]1[CH:27]=[C:28]([NH:32][C:33](=[O:39])[O:34][C:35]([CH3:38])([CH3:37])[CH3:36])[CH:29]=[CH:30][CH:31]=1)#[CH:25], predict the reaction product. The product is: [C:14]([O:13][C:12]([NH:11][C:3]1[CH:4]=[CH:5][C:6]([N+:8]([O-:10])=[O:9])=[CH:7][C:2]=1[C:25]#[C:24][C:26]1[CH:27]=[C:28]([NH:32][C:33](=[O:39])[O:34][C:35]([CH3:37])([CH3:36])[CH3:38])[CH:29]=[CH:30][CH:31]=1)=[O:18])([CH3:17])([CH3:16])[CH3:15]. (3) Given the reactants [CH2:1]1[C:4]2([CH2:9][CH2:8][N:7]([C:10]([O:12][C:13]([CH3:16])([CH3:15])[CH3:14])=[O:11])[CH2:6][CH2:5]2)[CH2:3][NH:2]1.[Br:17][C:18]1[CH:19]=[C:20]2[C:24](=[CH:25][CH:26]=1)[C:23](=O)[CH2:22][CH2:21]2.C(O[BH-](OC(=O)C)OC(=O)C)(=O)C.[Na+], predict the reaction product. The product is: [Br:17][C:18]1[CH:19]=[C:20]2[C:24](=[CH:25][CH:26]=1)[C@H:23]([N:2]1[CH2:3][C:4]3([CH2:5][CH2:6][N:7]([C:10]([O:12][C:13]([CH3:16])([CH3:15])[CH3:14])=[O:11])[CH2:8][CH2:9]3)[CH2:1]1)[CH2:22][CH2:21]2. (4) The product is: [Cl:1][C:2]1[CH:3]=[C:4]([C:9]2[O:13][N:12]=[CH:11][C:10]=2[CH2:14][CH2:15][C:16]([O:18][CH3:24])=[O:17])[CH:5]=[CH:6][C:7]=1[F:8]. Given the reactants [Cl:1][C:2]1[CH:3]=[C:4]([C:9]2[O:13][N:12]=[CH:11][C:10]=2[CH2:14][CH2:15][C:16]([OH:18])=[O:17])[CH:5]=[CH:6][C:7]=1[F:8].S(=O)(=O)(O)O.[CH3:24]O, predict the reaction product. (5) Given the reactants [NH2:1][C:2]1[C:3]([OH:11])=[C:4]([CH:8]=[CH:9][CH:10]=1)[C:5]([OH:7])=[O:6].O.[C:13]1(C)C=CC(S(O)(=O)=O)=C[CH:14]=1, predict the reaction product. The product is: [CH3:13][C:14]1[O:11][C:3]2[C:4]([C:5]([OH:7])=[O:6])=[CH:8][CH:9]=[CH:10][C:2]=2[N:1]=1. (6) Given the reactants [Cl-].[Al+3].[Cl-].[Cl-].[F:5][C:6]1[CH:14]=[CH:13][C:9]([C:10](Cl)=[O:11])=[CH:8][CH:7]=1.[CH2:15]([N:17]1[C:25]2[C:20](=[CH:21][CH:22]=[CH:23][CH:24]=2)[C:19]([CH3:26])=[CH:18]1)[CH3:16].O, predict the reaction product. The product is: [CH2:15]([N:17]1[C:25]2[C:20](=[CH:21][CH:22]=[CH:23][CH:24]=2)[C:19]([CH3:26])=[C:18]1[C:10](=[O:11])[C:9]1[CH:13]=[CH:14][C:6]([F:5])=[CH:7][CH:8]=1)[CH3:16]. (7) Given the reactants [Br:1][C:2]1[N:7]=[CH:6][C:5]([CH:8]=O)=[CH:4][CH:3]=1.[CH3:10][O:11][C:12](=[O:33])[CH:13]=P(C1C=CC=CC=1)(C1C=CC=CC=1)C1C=CC=CC=1, predict the reaction product. The product is: [CH3:10][O:11][C:12](=[O:33])[CH:13]=[CH:8][C:5]1[CH:6]=[N:7][C:2]([Br:1])=[CH:3][CH:4]=1. (8) Given the reactants [Cl:1][C:2]1[C:9]([CH3:10])=[C:8](F)[CH:7]=[CH:6][C:3]=1[C:4]#[N:5].[NH2:12][C@H:13]1[CH2:17][CH2:16][CH2:15][C@@:14]1([CH3:19])[OH:18].C(=O)([O-])[O-].[Li+].[Li+], predict the reaction product. The product is: [Cl:1][C:2]1[C:9]([CH3:10])=[C:8]([NH:12][C@H:13]2[CH2:17][CH2:16][CH2:15][C@:14]2([OH:18])[CH3:19])[CH:7]=[CH:6][C:3]=1[C:4]#[N:5]. (9) Given the reactants [NH2:1][C:2]1[C:3]([NH:8][C:9]2[CH:14]=[CH:13][C:12]([O:15][CH3:16])=[CH:11][CH:10]=2)=[N:4][CH:5]=[CH:6][CH:7]=1.O=[C:18]([C:24](OCC)=[O:25])[C:19]([O:21][CH2:22][CH3:23])=[O:20], predict the reaction product. The product is: [CH3:16][O:15][C:12]1[CH:13]=[CH:14][C:9]([N:8]2[C:24](=[O:25])[C:18]([C:19]([O:21][CH2:22][CH3:23])=[O:20])=[N:1][C:2]3[CH:7]=[CH:6][CH:5]=[N:4][C:3]2=3)=[CH:10][CH:11]=1. (10) Given the reactants [C:1]([C:4]1[N:9]=[N:8][C:7]([NH:10][C@@H:11]2[CH2:16][CH2:15][CH2:14][CH2:13][C@@H:12]2[NH:17]C(=O)OC(C)(C)C)=[CH:6][C:5]=1[NH:25][C:26]1[CH:31]=[C:30]([CH3:32])[CH:29]=[C:28]([CH:33]([CH3:35])[CH3:34])[N:27]=1)(=[O:3])[NH2:2].FC(F)(F)C(O)=O, predict the reaction product. The product is: [NH2:17][C@H:12]1[CH2:13][CH2:14][CH2:15][CH2:16][C@H:11]1[NH:10][C:7]1[N:8]=[N:9][C:4]([C:1]([NH2:2])=[O:3])=[C:5]([NH:25][C:26]2[CH:31]=[C:30]([CH3:32])[CH:29]=[C:28]([CH:33]([CH3:35])[CH3:34])[N:27]=2)[CH:6]=1.